This data is from Full USPTO retrosynthesis dataset with 1.9M reactions from patents (1976-2016). The task is: Predict the reactants needed to synthesize the given product. (1) Given the product [CH3:34][CH:35]([CH3:39])[CH2:36]/[CH:37]=[C:4](/[NH:5][C:6]([O:8][CH2:9][C:10]1[CH:11]=[CH:12][CH:13]=[CH:14][CH:15]=1)=[O:7])\[C:3]([O:2][CH3:1])=[O:22], predict the reactants needed to synthesize it. The reactants are: [CH3:1][O:2][C:3](=[O:22])[CH:4](P(OC)(OC)=O)[NH:5][C:6]([O:8][CH2:9][C:10]1[CH:15]=[CH:14][CH:13]=[CH:12][CH:11]=1)=[O:7].C1CCN2C(=NCCC2)CC1.[CH3:34][CH:35]([CH3:39])[CH2:36][CH:37]=O. (2) Given the product [Cl:1][C:2]1[C:19]([F:20])=[CH:18][CH:17]=[C:16]([F:21])[C:3]=1[CH2:4][N:5]1[CH2:10][CH2:9][NH:8][C:7]2[N:11]=[CH:12][C:13]([C:27]3[C:23]([CH3:22])=[N:24][O:25][C:26]=3[CH3:31])=[CH:14][C:6]1=2, predict the reactants needed to synthesize it. The reactants are: [Cl:1][C:2]1[C:19]([F:20])=[CH:18][CH:17]=[C:16]([F:21])[C:3]=1[CH2:4][N:5]1[CH2:10][CH2:9][NH:8][C:7]2[N:11]=[CH:12][C:13](I)=[CH:14][C:6]1=2.[CH3:22][C:23]1[C:27](B(O)O)=[C:26]([CH3:31])[O:25][N:24]=1. (3) Given the product [Cl:24][C:25]1[CH:30]=[C:29]([CH:28]=[CH:27][CH:26]=1)[O:5][CH:6]1[CH2:9][N:8]([C:10]2[N:19]=[CH:18][C:17]([C:20]([F:23])([F:22])[F:21])=[CH:16][C:11]=2[C:12]([OH:14])=[O:13])[CH2:7]1, predict the reactants needed to synthesize it. The reactants are: CS([O:5][CH:6]1[CH2:9][N:8]([C:10]2[N:19]=[CH:18][C:17]([C:20]([F:23])([F:22])[F:21])=[CH:16][C:11]=2[C:12]([O:14]C)=[O:13])[CH2:7]1)(=O)=O.[Cl:24][C:25]1[CH:26]=[C:27](O)[CH:28]=[CH:29][CH:30]=1. (4) Given the product [CH:39]1[C:40]2[C:35](=[CH:34][C:33]3[C:42]([C:41]=2[O:43][P:44]2[O:20][C:12]4[C:13]([O:18][CH3:19])=[CH:14][C:15]([CH3:17])=[CH:16][C:11]=4[C:8]4[CH:9]=[CH:10][C:5]([C:1]([CH3:4])([CH3:2])[CH3:3])=[CH:6][C:7]=4[O:21]2)=[CH:29][CH:30]=[CH:31][CH:32]=3)[CH:36]=[CH:37][CH:38]=1, predict the reactants needed to synthesize it. The reactants are: [C:1]([C:5]1[CH:6]=[C:7]([OH:21])[C:8]([C:11]2[C:12]([OH:20])=[C:13]([O:18][CH3:19])[CH:14]=[C:15]([CH3:17])[CH:16]=2)=[CH:9][CH:10]=1)([CH3:4])([CH3:3])[CH3:2].C(N(CC)CC)C.[CH:29]1[C:42]2[C:33](=[CH:34][C:35]3[C:40]([C:41]=2[O:43][P:44](Cl)Cl)=[CH:39][CH:38]=[CH:37][CH:36]=3)[CH:32]=[CH:31][CH:30]=1. (5) Given the product [N:1]1[CH:6]=[CH:5][CH:4]=[CH:3][C:2]=1[C:7]1[N:11]=[C:10]([C:12]2[CH:17]=[C:16]([C:26]3[CH:27]=[N:28][CH:29]=[CH:30][CH:31]=3)[CH:15]=[CH:14][C:13]=2[F:19])[O:9][N:8]=1, predict the reactants needed to synthesize it. The reactants are: [N:1]1[CH:6]=[CH:5][CH:4]=[CH:3][C:2]=1[C:7]1[N:11]=[C:10]([C:12]2[CH:17]=[C:16](Br)[CH:15]=[CH:14][C:13]=2[F:19])[O:9][N:8]=1.B1([C:26]2[CH:31]=[CH:30][CH:29]=[N:28][CH:27]=2)OCCCO1.C(=O)([O-])[O-].[Na+].[Na+]. (6) Given the product [NH2:51][CH2:33][C:31]1[S:30][CH:29]=[C:28]([CH:27]=[C:26]([CH:10]2[O:11][C:12](=[O:13])[CH2:14][CH:15]([OH:25])[C:16]([CH3:24])([CH3:23])[C:17](=[O:18])[CH:19]([CH3:22])[CH:20]([OH:21])[CH:2]([CH3:1])[CH2:3][CH2:4][CH2:5][C:6]3([CH3:36])[CH:7]([O:8]3)[CH2:9]2)[CH3:35])[N:32]=1, predict the reactants needed to synthesize it. The reactants are: [CH3:1][C@@H:2]1[C@H:20]([OH:21])[C@@H:19]([CH3:22])[C:17](=[O:18])[C:16]([CH3:24])([CH3:23])[C@@H:15]([OH:25])[CH2:14][C:12](=[O:13])[O:11][C@H:10](/[C:26](/[CH3:35])=[CH:27]/[C:28]2[N:32]=[C:31]([CH2:33]O)[S:30][CH:29]=2)[CH2:9][C@@H:7]2[O:8][C@:6]2([CH3:36])[CH2:5][CH2:4][CH2:3]1.C1(P([N:51]=[N+]=[N-])(C2C=CC=CC=2)=O)C=CC=CC=1.N12CCCN=C1CCCCC2.[OH-].[NH4+].CP(C)C.O1CCCC1.